From a dataset of HIV replication inhibition screening data with 41,000+ compounds from the AIDS Antiviral Screen. Binary Classification. Given a drug SMILES string, predict its activity (active/inactive) in a high-throughput screening assay against a specified biological target. (1) The drug is COC(=O)C(Cc1ccccc1)NC(=O)N(CCNC(=O)OC(C)(C)C)c1ccccc1. The result is 0 (inactive). (2) The molecule is O=C(Cn1c2c(c3ccccc31)CCCC2)N1CCCCC1. The result is 0 (inactive). (3) The result is 0 (inactive). The drug is ClCCN1CCN(CCCl)[Co-4]123([O+]=C1C=CC=CC=C1[OH+]2)[O+]=C1C=CC=CC=C1[OH+]3.[O-][Cl+3]([O-])([O-])O. (4) The molecule is Oc1ccc(C2=CSC3=NCCN23)cc1. The result is 0 (inactive). (5) The molecule is O=C1c2ccccc2-c2nccc3c2c1nc1ccccc13. The result is 0 (inactive). (6) The compound is Cc1ccc2c(c1)-c1c3c(nn1-c1ccccc1)-c1ccccc1SC3O2. The result is 0 (inactive).